From a dataset of Full USPTO retrosynthesis dataset with 1.9M reactions from patents (1976-2016). Predict the reactants needed to synthesize the given product. (1) Given the product [NH2:1][C:2]1[N:3]=[CH:4][C:5]([C:11]([O:13][CH3:14])=[O:12])=[N:6][C:7]=1[CH:8]([CH3:10])[CH3:9], predict the reactants needed to synthesize it. The reactants are: [NH2:1][C:2]1[N:3]=[CH:4][C:5]([C:11]([O:13][CH3:14])=[O:12])=[N:6][C:7]=1[C:8]([CH3:10])=[CH2:9]. (2) Given the product [CH2:1]([O:3][C:4]([C:6]1[CH:7]=[N:8][N:9]([C:11]2[N:15]([CH2:16][O:17][CH2:18][CH2:19][O:20][CH3:21])[C:14]3[CH:22]=[C:23]([Cl:27])[C:24]([S:26][CH2:28][C:29]4[CH:34]=[CH:33][CH:32]=[CH:31][CH:30]=4)=[CH:25][C:13]=3[N:12]=2)[CH:10]=1)=[O:5])[CH3:2], predict the reactants needed to synthesize it. The reactants are: [CH2:1]([O:3][C:4]([C:6]1[CH:7]=[N:8][N:9]([C:11]2[N:15]([CH2:16][O:17][CH2:18][CH2:19][O:20][CH3:21])[C:14]3[CH:22]=[C:23]([Cl:27])[C:24]([SH:26])=[CH:25][C:13]=3[N:12]=2)[CH:10]=1)=[O:5])[CH3:2].[CH2:28](Br)[C:29]1[CH:34]=[CH:33][CH:32]=[CH:31][CH:30]=1.C(=O)([O-])[O-].[K+].[K+]. (3) Given the product [Cl:1][C:2]1[CH:3]=[CH:4][C:5]([NH:8][C:9]2[O:10][C:11]3[CH:17]=[CH:16][C:15]([O:18][C:20]4[CH:25]=[CH:24][N:23]=[C:22]5[CH:26]=[C:27]([C:29]6[N:34]=[CH:33][C:32]([CH2:35][N:36]7[CH2:40][CH2:39][CH2:38][C:37]7=[O:41])=[CH:31][CH:30]=6)[S:28][C:21]=45)=[CH:14][C:12]=3[N:13]=2)=[CH:6][CH:7]=1, predict the reactants needed to synthesize it. The reactants are: [Cl:1][C:2]1[CH:7]=[CH:6][C:5]([NH:8][C:9]2[O:10][C:11]3[CH:17]=[CH:16][C:15]([OH:18])=[CH:14][C:12]=3[N:13]=2)=[CH:4][CH:3]=1.Cl[C:20]1[CH:25]=[CH:24][N:23]=[C:22]2[CH:26]=[C:27]([C:29]3[N:34]=[CH:33][C:32]([CH2:35][N:36]4[CH2:40][CH2:39][CH2:38][C:37]4=[O:41])=[CH:31][CH:30]=3)[S:28][C:21]=12.CC([O-])(C)C.[K+]. (4) Given the product [OH:13][CH2:12][C@@H:11]([CH3:14])[O:1][C:2]1[CH:9]=[CH:8][C:5]([CH:6]=[O:7])=[CH:4][CH:3]=1, predict the reactants needed to synthesize it. The reactants are: [OH:1][C:2]1[CH:9]=[CH:8][C:5]([CH:6]=[O:7])=[CH:4][CH:3]=1.Cl[C@@H:11]([CH3:14])[CH2:12][OH:13].C(=O)([O-])[O-].[Na+].[Na+].